From a dataset of Forward reaction prediction with 1.9M reactions from USPTO patents (1976-2016). Predict the product of the given reaction. (1) The product is: [F:1][C:2]1[CH:3]=[C:4]([CH:7]=[CH:8][CH:9]=1)[C:5]([NH:20][OH:21])=[NH:6]. Given the reactants [F:1][C:2]1[CH:3]=[C:4]([CH:7]=[CH:8][CH:9]=1)[C:5]#[N:6].C(N(C(C)C)CC)(C)C.Cl.[NH2:20][OH:21], predict the reaction product. (2) The product is: [Br:1][C:2]1[CH:3]=[C:4]([S:9]([NH2:12])(=[O:11])=[O:10])[CH:5]=[N:6][C:7]=1[NH:13][C:14]1[CH:19]=[CH:18][CH:17]=[CH:16][CH:15]=1. Given the reactants [Br:1][C:2]1[CH:3]=[C:4]([S:9]([NH2:12])(=[O:11])=[O:10])[CH:5]=[N:6][C:7]=1Cl.[NH2:13][C:14]1[CH:19]=[CH:18][CH:17]=[CH:16][CH:15]=1.[H-].[Na+], predict the reaction product. (3) The product is: [O:1]1[CH2:6][CH2:5][CH2:4][CH2:3][CH:2]1[O:7][CH2:8][C@H:9]1[CH2:14][CH2:13][CH2:12][C@@H:11]([CH2:15][OH:16])[CH2:10]1. Given the reactants [O:1]1[CH2:6][CH2:5][CH2:4][CH2:3][CH:2]1[O:7][CH2:8][C@H:9]1[CH2:14][CH2:13][CH2:12][C@@H:11]([C:15](OC(C)C)=[O:16])[CH2:10]1.[H-].[Al+3].[Li+].[H-].[H-].[H-].[OH-].[K+], predict the reaction product. (4) Given the reactants Cl.[CH3:2][O:3][C:4](=[O:12])[CH2:5][C:6]1[C:10]([CH3:11])=[CH:9][NH:8][N:7]=1.Br[CH2:14][C:15]([O:17][C:18]([CH3:21])([CH3:20])[CH3:19])=[O:16].C(=O)([O-])[O-].[Cs+].[Cs+], predict the reaction product. The product is: [CH3:11][C:10]1[C:6]([CH2:5][C:4]([O:3][CH3:2])=[O:12])=[N:7][N:8]([CH2:14][C:15]([O:17][C:18]([CH3:21])([CH3:20])[CH3:19])=[O:16])[CH:9]=1. (5) The product is: [Si:13]([O:30][CH2:31][CH2:32][O:33][CH2:34][C@H:35]([O:40][C:41]1[N:46]=[CH:45][N:44]=[C:43]2[N:47]([C:50]3[CH:55]=[CH:54][CH:53]=[C:52]([Cl:56])[C:51]=3[Cl:57])[N:48]=[CH:49][C:42]=12)[C:36]([NH:12][C:9]1[CH:8]=[CH:7][C:6]([Cl:5])=[CH:11][N:10]=1)=[O:37])([C:26]([CH3:27])([CH3:28])[CH3:29])([C:20]1[CH:21]=[CH:22][CH:23]=[CH:24][CH:25]=1)[C:14]1[CH:19]=[CH:18][CH:17]=[CH:16][CH:15]=1. Given the reactants C[Al](C)C.[Cl:5][C:6]1[CH:7]=[CH:8][C:9]([NH2:12])=[N:10][CH:11]=1.[Si:13]([O:30][CH2:31][CH2:32][O:33][CH2:34][C@H:35]([O:40][C:41]1[N:46]=[CH:45][N:44]=[C:43]2[N:47]([C:50]3[CH:55]=[CH:54][CH:53]=[C:52]([Cl:56])[C:51]=3[Cl:57])[N:48]=[CH:49][C:42]=12)[C:36](OC)=[O:37])([C:26]([CH3:29])([CH3:28])[CH3:27])([C:20]1[CH:25]=[CH:24][CH:23]=[CH:22][CH:21]=1)[C:14]1[CH:19]=[CH:18][CH:17]=[CH:16][CH:15]=1, predict the reaction product. (6) The product is: [CH3:1][O:2][C:3]1[C:8]2[N:9]=[C:10]([C:25]([C@H:22]3[O:21][CH2:20][C@H:19]([NH:18][CH2:17][C:37]4[CH:36]=[CH:35][C:32]5[S:33][CH2:34][C:29](=[O:28])[NH:30][C:31]=5[N:38]=4)[CH2:24][CH2:23]3)=[O:26])[S:11][C:7]=2[CH:6]=[CH:5][CH:4]=1. Given the reactants [CH3:1][O:2][C:3]1[C:8]2[N:9]=[CH:10][S:11][C:7]=2[CH:6]=[CH:5][CH:4]=1.C(O[C:17](=O)[NH:18][C@@H:19]1[CH2:24][CH2:23][C@@H:22]([CH:25]=[O:26])[O:21][CH2:20]1)(C)(C)C.[O:28]=[C:29]1[CH2:34][S:33][C:32]2[CH:35]=[CH:36][C:37](C=O)=[N:38][C:31]=2[NH:30]1, predict the reaction product. (7) Given the reactants [C:1]([O:5][C:6]([N:8]1[CH2:13][CH2:12][CH:11](OS(C)(=O)=O)[CH2:10][CH2:9]1)=[O:7])([CH3:4])([CH3:3])[CH3:2].[CH3:19][S-:20].[Na+], predict the reaction product. The product is: [C:1]([O:5][C:6]([N:8]1[CH2:9][CH2:10][CH:11]([S:20][CH3:19])[CH2:12][CH2:13]1)=[O:7])([CH3:2])([CH3:3])[CH3:4].